From a dataset of Full USPTO retrosynthesis dataset with 1.9M reactions from patents (1976-2016). Predict the reactants needed to synthesize the given product. (1) Given the product [Br:10][C:11]1[CH:16]=[CH:15][C:14]([S:17]([C:2]2[CH:3]=[C:4]([CH:7]=[CH:8][CH:9]=2)[CH:5]=[O:6])(=[O:19])=[O:18])=[CH:13][CH:12]=1, predict the reactants needed to synthesize it. The reactants are: I[C:2]1[CH:3]=[C:4]([CH:7]=[CH:8][CH:9]=1)[CH:5]=[O:6].[Br:10][C:11]1[CH:16]=[CH:15][C:14]([S:17]([O-:19])=[O:18])=[CH:13][CH:12]=1.[Na+]. (2) Given the product [CH3:24][CH:22]1[CH2:23][CH:18]([CH3:17])[CH2:19][N:20]([CH2:25][CH2:26][O:27][C:28]2[CH:33]=[CH:32][C:31]([NH:34][C:14](=[O:16])[C:13]#[C:12][C:3]3[CH:4]=[CH:5][C:6]([C:8]([F:9])([F:10])[F:11])=[CH:7][C:2]=3[Cl:1])=[CH:30][C:29]=2[O:35][CH3:36])[CH2:21]1, predict the reactants needed to synthesize it. The reactants are: [Cl:1][C:2]1[CH:7]=[C:6]([C:8]([F:11])([F:10])[F:9])[CH:5]=[CH:4][C:3]=1[C:12]#[C:13][C:14]([OH:16])=O.[CH3:17][CH:18]1[CH2:23][CH:22]([CH3:24])[CH2:21][N:20]([CH2:25][CH2:26][O:27][C:28]2[CH:33]=[CH:32][C:31]([NH2:34])=[CH:30][C:29]=2[O:35][CH3:36])[CH2:19]1. (3) Given the product [F:11][C:12]1[CH:13]=[C:14]([C:27]2[CH:32]=[CH:31][CH:30]=[CH:29][C:28]=2[O:33][C:34]2[N:35]=[CH:36][CH:37]=[CH:38][N:39]=2)[CH:15]=[CH:16][C:17]=1[C:2]1[CH:10]=[CH:9][C:5]2[NH:6][CH:7]=[N:8][C:4]=2[CH:3]=1, predict the reactants needed to synthesize it. The reactants are: Br[C:2]1[CH:10]=[CH:9][C:5]2[NH:6][CH:7]=[N:8][C:4]=2[CH:3]=1.[F:11][C:12]1[CH:13]=[C:14]([C:27]2[CH:32]=[CH:31][CH:30]=[CH:29][C:28]=2[O:33][C:34]2[N:39]=[CH:38][CH:37]=[CH:36][N:35]=2)[CH:15]=[CH:16][C:17]=1B1OC(C)(C)C(C)(C)O1. (4) Given the product [F:1][C:2]1[CH:7]=[C:6]([F:8])[CH:5]=[CH:4][C:3]=1[C:9]1[N:10]=[C:11]2[C:16]([CH3:17])=[N:15][CH:14]=[CH:13][N:12]2[C:18]=1[C:19]1[CH:24]=[CH:23][N:22]=[C:21]([NH:29][CH2:30][CH2:31][C:32]([CH3:35])([OH:34])[CH3:33])[N:20]=1, predict the reactants needed to synthesize it. The reactants are: [F:1][C:2]1[CH:7]=[C:6]([F:8])[CH:5]=[CH:4][C:3]=1[C:9]1[N:10]=[C:11]2[C:16]([CH3:17])=[N:15][CH:14]=[CH:13][N:12]2[C:18]=1[C:19]1[CH:24]=[CH:23][N:22]=[C:21](S(C)(=O)=O)[N:20]=1.[NH2:29][CH2:30][CH2:31][C:32]([CH3:35])([OH:34])[CH3:33]. (5) Given the product [CH:1]1[C:10]2[C:5](=[CH:6][CH:7]=[CH:8][CH:9]=2)[CH:4]=[CH:3][C:2]=1[C:11]1[N:12]=[C:13]([NH:16][C:17]([C@@H:19]2[CH2:23][CH2:22][CH2:21][C@H:20]2[C:24]([OH:26])=[O:25])=[O:18])[S:14][CH:15]=1, predict the reactants needed to synthesize it. The reactants are: [CH:1]1[C:10]2[C:5](=[CH:6][CH:7]=[CH:8][CH:9]=2)[CH:4]=[CH:3][C:2]=1[C:11]1[N:12]=[C:13]([NH:16][C:17]([CH:19]2[CH2:23][CH2:22][CH2:21][CH:20]2[C:24]([O:26]C)=[O:25])=[O:18])[S:14][CH:15]=1.[OH-].[Li+].